From a dataset of Forward reaction prediction with 1.9M reactions from USPTO patents (1976-2016). Predict the product of the given reaction. (1) Given the reactants [Br:1][C:2]1[C:7]([O:8][CH3:9])=[CH:6][N:5]([CH:10]([CH3:14])[C:11]([OH:13])=O)[C:4](=[O:15])[CH:3]=1.[NH2:16][C:17]1[CH:29]=[CH:28][C:20]([C:21]([O:23][C:24]([CH3:27])([CH3:26])[CH3:25])=[O:22])=[CH:19][CH:18]=1, predict the reaction product. The product is: [Br:1][C:2]1[C:7]([O:8][CH3:9])=[CH:6][N:5]([CH:10]([CH3:14])[C:11]([NH:16][C:17]2[CH:29]=[CH:28][C:20]([C:21]([O:23][C:24]([CH3:25])([CH3:26])[CH3:27])=[O:22])=[CH:19][CH:18]=2)=[O:13])[C:4](=[O:15])[CH:3]=1. (2) Given the reactants [N:1]1[C:10]2[C:5](=[CH:6][CH:7]=[CH:8][CH:9]=2)[CH:4]=[CH:3][CH:2]=1.[CH3:11][O:12][N:13]=[C:14]([C:17]1[CH:22]=[CH:21][C:20]([CH3:23])=[CH:19][CH:18]=1)[CH2:15][Br:16], predict the reaction product. The product is: [Br-:16].[CH3:11][O:12][N:13]=[C:14]([C:17]1[CH:18]=[CH:19][C:20]([CH3:23])=[CH:21][CH:22]=1)[CH2:15][N+:1]1[C:10]2[C:5](=[CH:6][CH:7]=[CH:8][CH:9]=2)[CH:4]=[CH:3][CH:2]=1. (3) Given the reactants Cl[C:2]1[N:3]=[C:4]([N:20]2[CH2:25][CH2:24][O:23][CH2:22][CH2:21]2)[C:5]2[S:10][C:9]([C:11]3[CH:12]=[C:13]([CH:17]=[CH:18][CH:19]=3)[C:14]([OH:16])=[O:15])=[CH:8][C:6]=2[N:7]=1.[NH2:26][C:27]1[N:32]=[CH:31][C:30](B2OC(C)(C)C(C)(C)O2)=[CH:29][N:28]=1, predict the reaction product. The product is: [NH2:26][C:27]1[N:32]=[CH:31][C:30]([C:2]2[N:3]=[C:4]([N:20]3[CH2:25][CH2:24][O:23][CH2:22][CH2:21]3)[C:5]3[S:10][C:9]([C:11]4[CH:12]=[C:13]([CH:17]=[CH:18][CH:19]=4)[C:14]([OH:16])=[O:15])=[CH:8][C:6]=3[N:7]=2)=[CH:29][N:28]=1. (4) Given the reactants [C:1]([O:4][CH2:5][CH2:6]Br)(=[O:3])[CH3:2].[Cl:8][C:9]1[CH:24]=[C:23]([OH:25])[CH:22]=[CH:21][C:10]=1[C:11]([O:13][CH2:14][C:15]1[CH:20]=[CH:19][CH:18]=[CH:17][CH:16]=1)=[O:12].C(=O)([O-])[O-].[Cs+].[Cs+].[I-].[Na+], predict the reaction product. The product is: [C:1]([O:4][CH2:5][CH2:6][O:25][C:23]1[CH:22]=[CH:21][C:10]([C:11]([O:13][CH2:14][C:15]2[CH:20]=[CH:19][CH:18]=[CH:17][CH:16]=2)=[O:12])=[C:9]([Cl:8])[CH:24]=1)(=[O:3])[CH3:2].